Dataset: Full USPTO retrosynthesis dataset with 1.9M reactions from patents (1976-2016). Task: Predict the reactants needed to synthesize the given product. Given the product [CH2:24]([O:23][C:21](=[O:22])[CH:20]([N:6]1[C:5]2[CH:11]=[CH:12][C:2]([CH3:1])=[CH:3][C:4]=2[O:9][CH2:8][C:7]1=[O:10])[CH3:26])[CH3:25], predict the reactants needed to synthesize it. The reactants are: [CH3:1][C:2]1[CH:12]=[CH:11][C:5]2[NH:6][C:7](=[O:10])[CH2:8][O:9][C:4]=2[CH:3]=1.C([O-])([O-])=O.[Cs+].[Cs+].Br[CH:20]([CH3:26])[C:21]([O:23][CH2:24][CH3:25])=[O:22].